Dataset: Full USPTO retrosynthesis dataset with 1.9M reactions from patents (1976-2016). Task: Predict the reactants needed to synthesize the given product. (1) Given the product [NH2:19][C:6]1[CH2:7][C:2]([CH3:10])([CH3:1])[CH2:3][C:4](=[O:9])[CH:5]=1, predict the reactants needed to synthesize it. The reactants are: [CH3:1][C:2]1([CH3:10])[CH2:7][C:6](=O)[CH2:5][C:4](=[O:9])[CH2:3]1.C(O)(=O)C.C([O-])(=O)C.[NH4+:19].O. (2) The reactants are: F[C:2]1[CH:7]=[C:6]([F:8])[CH:5]=[CH:4][C:3]=1[C:9]1C=C(CO)C(=O)N(CC(C)C)N=1.[F:22][C:23]1[CH:24]=[C:25]([C:31]2[CH:32]=[C:33]([C:38]([O:40][CH3:41])=[O:39])[C:34](=[O:37])[NH:35][N:36]=2)[CH:26]=[CH:27][C:28]=1[O:29][CH3:30].FC1C=CC(CCl)=CC=1. Given the product [F:8][C:6]1[CH:7]=[CH:2][C:3]([CH2:9][N:35]2[C:34](=[O:37])[C:33]([C:38]([O:40][CH3:41])=[O:39])=[CH:32][C:31]([C:25]3[CH:26]=[CH:27][C:28]([O:29][CH3:30])=[C:23]([F:22])[CH:24]=3)=[N:36]2)=[CH:4][CH:5]=1, predict the reactants needed to synthesize it. (3) Given the product [CH3:1][CH2:2][N:3]([CH2:6][CH2:7][NH:8][C:9]([C:11]1[C:12]([CH3:29])=[C:13](/[CH:17]=[C:18]2/[C:19]3[CH:20]=[C:21]([F:28])[CH:22]=[CH:23][C:24]=3[NH:25][C:26]/2=[O:27])[NH:14][C:15]=1[CH3:16])=[O:10])[CH2:4][CH3:5].[CH2:33]([C:34]([OH:36])=[O:35])[C@H:31]([OH:32])[C:30]([OH:38])=[O:37], predict the reactants needed to synthesize it. The reactants are: [CH3:1][CH2:2][N:3]([CH2:6][CH2:7][NH:8][C:9]([C:11]1[C:12]([CH3:29])=[C:13](/[CH:17]=[C:18]2/[C:19]3[CH:20]=[C:21]([F:28])[CH:22]=[CH:23][C:24]=3[NH:25][C:26]/2=[O:27])[NH:14][C:15]=1[CH3:16])=[O:10])[CH2:4][CH3:5].[C:30]([OH:38])(=[O:37])[C@H:31]([CH2:33][C:34]([OH:36])=[O:35])[OH:32].CS(C)=O. (4) Given the product [F:11][C:12]1([F:18])[CH2:17][CH2:16][N:15]([C:5]([C:4]2[CH:8]=[CH:9][CH:10]=[C:2]([I:1])[CH:3]=2)=[O:7])[CH2:14][CH2:13]1, predict the reactants needed to synthesize it. The reactants are: [I:1][C:2]1[CH:3]=[C:4]([CH:8]=[CH:9][CH:10]=1)[C:5]([OH:7])=O.[F:11][C:12]1([F:18])[CH2:17][CH2:16][NH:15][CH2:14][CH2:13]1.CN(C(ON1N=NC2C=CC=NC1=2)=[N+](C)C)C.F[P-](F)(F)(F)(F)F.C(N(C(C)C)CC)(C)C.